The task is: Predict the reactants needed to synthesize the given product.. This data is from Full USPTO retrosynthesis dataset with 1.9M reactions from patents (1976-2016). (1) The reactants are: [Cl:1][C:2]1[C:3]([O:37][CH3:38])=[CH:4][CH:5]=[C:6]2[C:11]=1[N:10]=[C:9]([C:12]1[S:13][CH:14]=[C:15]([CH:17]([CH3:19])[CH3:18])[N:16]=1)[CH:8]=[C:7]2[O:20][C@@H:21]1[CH2:25][N:24]([C:26]([O:28][C:29]([CH3:32])([CH3:31])[CH3:30])=[O:27])[C@H:23]([C:33]([O:35]C)=[O:34])[CH2:22]1.O.[OH-].[Li+].Cl. Given the product [C:29]([O:28][C:26]([N:24]1[CH2:25][C@@H:21]([O:20][C:7]2[C:6]3[C:11](=[C:2]([Cl:1])[C:3]([O:37][CH3:38])=[CH:4][CH:5]=3)[N:10]=[C:9]([C:12]3[S:13][CH:14]=[C:15]([CH:17]([CH3:18])[CH3:19])[N:16]=3)[CH:8]=2)[CH2:22][C@H:23]1[C:33]([OH:35])=[O:34])=[O:27])([CH3:30])([CH3:32])[CH3:31], predict the reactants needed to synthesize it. (2) Given the product [F:19][C:16]1[CH:17]=[CH:18][C:13]([O:12][CH:10]2[CH2:11][N:8]([C:6]3[CH:5]=[CH:4][N:3]=[C:2]([NH:20][C:21]4[CH:22]=[C:23]([CH:28]=[CH:29][CH:30]=4)[C:24]([NH:26][CH3:27])=[O:25])[CH:7]=3)[CH2:9]2)=[CH:14][CH:15]=1, predict the reactants needed to synthesize it. The reactants are: Cl[C:2]1[CH:7]=[C:6]([N:8]2[CH2:11][CH:10]([O:12][C:13]3[CH:18]=[CH:17][C:16]([F:19])=[CH:15][CH:14]=3)[CH2:9]2)[CH:5]=[CH:4][N:3]=1.[NH2:20][C:21]1[CH:22]=[C:23]([CH:28]=[CH:29][CH:30]=1)[C:24]([NH:26][CH3:27])=[O:25].FC(F)(F)C(O)=O. (3) Given the product [Cl:1][C:2]1[N:3]=[C:4]([N:13]2[CH2:18][CH2:17][O:16][CH2:15][CH2:14]2)[C:5]2[S:10][C:9]([CH2:11][N:26]3[CH2:25][CH2:24][N:23]([CH2:22][C:21]([N:20]([CH3:30])[CH3:19])=[O:29])[CH2:28][CH2:27]3)=[CH:8][C:6]=2[N:7]=1, predict the reactants needed to synthesize it. The reactants are: [Cl:1][C:2]1[N:3]=[C:4]([N:13]2[CH2:18][CH2:17][O:16][CH2:15][CH2:14]2)[C:5]2[S:10][C:9]([CH:11]=O)=[CH:8][C:6]=2[N:7]=1.[CH3:19][N:20]([CH3:30])[C:21](=[O:29])[CH2:22][N:23]1[CH2:28][CH2:27][NH:26][CH2:25][CH2:24]1.